This data is from Full USPTO retrosynthesis dataset with 1.9M reactions from patents (1976-2016). The task is: Predict the reactants needed to synthesize the given product. Given the product [CH2:15]([NH:5][C:4]1[CH:6]=[CH:7][C:8]([N+:10]([O-:12])=[O:11])=[CH:9][C:3]=1[O:2][CH3:1])[CH2:16][CH2:17][CH2:18][CH2:19][CH3:20], predict the reactants needed to synthesize it. The reactants are: [CH3:1][O:2][C:3]1[CH:9]=[C:8]([N+:10]([O-:12])=[O:11])[CH:7]=[CH:6][C:4]=1[NH2:5].[OH-].[K+].[CH2:15](I)[CH2:16][CH2:17][CH2:18][CH2:19][CH3:20].C(OCC)(=O)C.